From a dataset of NCI-60 drug combinations with 297,098 pairs across 59 cell lines. Regression. Given two drug SMILES strings and cell line genomic features, predict the synergy score measuring deviation from expected non-interaction effect. (1) Drug 1: COC1=C(C=C2C(=C1)N=CN=C2NC3=CC(=C(C=C3)F)Cl)OCCCN4CCOCC4. Drug 2: C1C(C(OC1N2C=C(C(=O)NC2=O)F)CO)O. Cell line: A549. Synergy scores: CSS=53.9, Synergy_ZIP=0.374, Synergy_Bliss=0.219, Synergy_Loewe=6.10, Synergy_HSA=8.69. (2) Drug 1: C1=NC2=C(N1)C(=S)N=C(N2)N. Drug 2: C(CN)CNCCSP(=O)(O)O. Cell line: SF-539. Synergy scores: CSS=25.1, Synergy_ZIP=0.879, Synergy_Bliss=0.715, Synergy_Loewe=-19.9, Synergy_HSA=-0.0511. (3) Drug 1: CC1=C(C=C(C=C1)NC(=O)C2=CC=C(C=C2)CN3CCN(CC3)C)NC4=NC=CC(=N4)C5=CN=CC=C5. Drug 2: C1CN1C2=NC(=NC(=N2)N3CC3)N4CC4. Cell line: SK-OV-3. Synergy scores: CSS=12.9, Synergy_ZIP=3.67, Synergy_Bliss=3.50, Synergy_Loewe=-17.3, Synergy_HSA=-1.43.